This data is from Full USPTO retrosynthesis dataset with 1.9M reactions from patents (1976-2016). The task is: Predict the reactants needed to synthesize the given product. Given the product [I:1][C:2]1[CH:7]=[CH:6][N:5]=[C:4]([O:8][CH:10]([CH3:11])[CH3:9])[CH:3]=1, predict the reactants needed to synthesize it. The reactants are: [I:1][C:2]1[CH:7]=[CH:6][NH:5][C:4](=[O:8])[CH:3]=1.[CH3:9][CH:10](O)[CH3:11].C1(P(C2C=CC=CC=2)C2C=CC=CC=2)C=CC=CC=1.CC(OC(/N=N/C(OC(C)C)=O)=O)C.